This data is from Full USPTO retrosynthesis dataset with 1.9M reactions from patents (1976-2016). The task is: Predict the reactants needed to synthesize the given product. (1) Given the product [NH2:23][C:20]1[N:21]=[CH:22][C:17]([C:3]2[CH:4]=[CH:5][C:6]([C:25]3[C:26]([S:31]([NH:34][CH2:35][CH2:36][CH2:37][OH:38])(=[O:33])=[O:32])=[CH:27][CH:28]=[CH:29][CH:30]=3)=[CH:7][C:2]=2[F:1])=[N:18][CH:19]=1, predict the reactants needed to synthesize it. The reactants are: [F:1][C:2]1[CH:7]=[C:6](B2OC(C)(C)C(C)(C)O2)[CH:5]=[CH:4][C:3]=1[C:17]1[N:18]=[CH:19][C:20]([NH2:23])=[N:21][CH:22]=1.Br[C:25]1[CH:30]=[CH:29][CH:28]=[CH:27][C:26]=1[S:31]([NH:34][CH2:35][CH2:36][CH2:37][OH:38])(=[O:33])=[O:32]. (2) Given the product [C:3]([O:11][C@@H:12]1[CH2:20][C@@H:15]2[O:16][C:17](=[O:19])[CH2:18][C@@H:14]2[C@@H:13]1[CH2:21][OH:22])(=[O:10])[C:4]1[CH:5]=[CH:6][CH:7]=[CH:8][CH:9]=1, predict the reactants needed to synthesize it. The reactants are: [BH4-].[Na+].[C:3]([O:11][C@@H:12]1[CH2:20][C@@H:15]2[O:16][C:17](=[O:19])[CH2:18][C@@H:14]2[C@H:13]1[CH:21]=[O:22])(=[O:10])[C:4]1[CH:9]=[CH:8][CH:7]=[CH:6][CH:5]=1.C(Cl)Cl.C(O)(=O)CC(CC(O)=O)(C(O)=O)O. (3) Given the product [C:18]([O:17][C:13]1[CH:12]=[C:11]([CH2:10][OH:9])[CH:16]=[CH:15][CH:14]=1)([CH3:21])([CH3:19])[CH3:20], predict the reactants needed to synthesize it. The reactants are: [H-].[H-].[H-].[H-].[Li+].[Al+3].C([O:9][C:10](=O)[C:11]1[CH:16]=[CH:15][CH:14]=[C:13]([O:17][C:18]([CH3:21])([CH3:20])[CH3:19])[CH:12]=1)C. (4) The reactants are: C(OC([N:8]1[CH2:13][CH2:12][N:11](C(OC(C)(C)C)=O)[CH2:10][C@@H:9]1[C:21]1[CH:26]=[CH:25][C:24]([N:27]2[CH2:31][CH2:30][C@H:29]([N:32]3[CH2:36][CH2:35][CH2:34][CH2:33]3)[CH2:28]2)=[CH:23][CH:22]=1)=O)(C)(C)C.[ClH:37]. Given the product [ClH:37].[ClH:37].[ClH:37].[ClH:37].[N:32]1([C@H:29]2[CH2:30][CH2:31][N:27]([C:24]3[CH:23]=[CH:22][C:21]([C@H:9]4[CH2:10][NH:11][CH2:12][CH2:13][NH:8]4)=[CH:26][CH:25]=3)[CH2:28]2)[CH2:33][CH2:34][CH2:35][CH2:36]1, predict the reactants needed to synthesize it. (5) Given the product [Cl:2][C:3]1[CH:8]=[C:7]2[C:6](=[CH:5][CH:4]=1)[NH:9][C:11]1[CH2:16][CH2:15][CH2:14][C:13](=[O:17])[C:12]2=1, predict the reactants needed to synthesize it. The reactants are: Cl.[Cl:2][C:3]1[CH:8]=[CH:7][C:6]([NH:9]N)=[CH:5][CH:4]=1.[C:11]1(=O)[CH2:16][CH2:15][CH2:14][C:13](=[O:17])[CH2:12]1.ClC1C=CC(NN=C2CCCC(=O)C2)=CC=1. (6) Given the product [CH2:1]([O:8][C:9]1[CH:14]=[CH:13][C:12]([CH:15]([N:19]([CH3:27])[C:20](=[O:26])[O:21][C:22]([CH3:24])([CH3:23])[CH3:25])[CH2:16][CH2:17][C:28]#[N:30])=[CH:11][CH:10]=1)[C:2]1[CH:7]=[CH:6][CH:5]=[CH:4][CH:3]=1, predict the reactants needed to synthesize it. The reactants are: [CH2:1]([O:8][C:9]1[CH:14]=[CH:13][C:12]([CH:15]([N:19]([CH3:27])[C:20](=[O:26])[O:21][C:22]([CH3:25])([CH3:24])[CH3:23])[CH2:16][CH2:17]O)=[CH:11][CH:10]=1)[C:2]1[CH:7]=[CH:6][CH:5]=[CH:4][CH:3]=1.[CH2:28]([N:30](CC)CC)C.CS(Cl)(=O)=O.C1OCCOCCOCCOCCOC1.[C-]#N.[Na+]. (7) Given the product [Br:1][C:2]1[N:3]=[CH:4][N:5]([C:12]2[CH:17]=[CH:16][C:15]([CH3:18])=[CH:14][C:13]=2[CH3:19])[C:6]=1[C:7]([OH:9])=[O:8], predict the reactants needed to synthesize it. The reactants are: [Br:1][C:2]1[N:3]=[CH:4][N:5]([C:12]2[CH:17]=[CH:16][C:15]([CH3:18])=[CH:14][C:13]=2[CH3:19])[C:6]=1[C:7]([O:9]CC)=[O:8].[OH-].[K+]. (8) Given the product [ClH:78].[CH2:62]([C:69]1[C:73]2[C:74]([NH:59][CH2:58][C:57]3[CH:60]=[CH:61][C:54]([F:53])=[CH:55][CH:56]=3)=[N:75][CH:76]=[CH:77][C:72]=2[NH:71][C:70]=1[CH3:79])[C:63]1[CH:64]=[CH:65][CH:66]=[CH:67][CH:68]=1, predict the reactants needed to synthesize it. The reactants are: C(=O)([O-])[O-].[Cs+].[Cs+].C1C=CC(P(C2C=CC3C(=CC=CC=3)C=2C2C3C(=CC=CC=3)C=CC=2P(C2C=CC=CC=2)C2C=CC=CC=2)C2C=CC=CC=2)=CC=1.[F:53][C:54]1[CH:61]=[CH:60][C:57]([CH2:58][NH2:59])=[CH:56][CH:55]=1.[CH2:62]([C:69]1[C:73]2[C:74]([Cl:78])=[N:75][CH:76]=[CH:77][C:72]=2[NH:71][C:70]=1[CH3:79])[C:63]1[CH:68]=[CH:67][CH:66]=[CH:65][CH:64]=1.